This data is from Retrosynthesis with 50K atom-mapped reactions and 10 reaction types from USPTO. The task is: Predict the reactants needed to synthesize the given product. (1) Given the product Cc1nc(Cl)c(/C=C/C(=O)O)n1Cc1ccc(-c2ccco2)cc1Cl, predict the reactants needed to synthesize it. The reactants are: COC(=O)/C=C/c1c(Cl)nc(C)n1Cc1ccc(-c2ccco2)cc1Cl. (2) Given the product CC[Si](CC)(CC)c1[nH]c2ncc(Cl)cc2c1CCN, predict the reactants needed to synthesize it. The reactants are: CC[Si](CC)(CC)c1[nH]c2ncc(Cl)cc2c1CCN=[N+]=[N-].